This data is from Forward reaction prediction with 1.9M reactions from USPTO patents (1976-2016). The task is: Predict the product of the given reaction. Given the reactants [NH2:1][CH2:2][CH2:3][N:4]1[C:13]2[C:8](=[N:9][CH:10]=[C:11]([CH2:14][C:15]3[CH:20]=[CH:19][C:18]([F:21])=[CH:17][CH:16]=3)[CH:12]=2)[C:7]([OH:22])=[C:6]([C:23]([NH:25][CH2:26][CH:27]2[CH2:31][CH2:30][CH2:29][O:28]2)=[O:24])[C:5]1=[O:32].C(N(C(C)C)CC)(C)C.[C:42](OC(=O)C)(=[O:44])[CH3:43], predict the reaction product. The product is: [C:42]([NH:1][CH2:2][CH2:3][N:4]1[C:13]2[C:8](=[N:9][CH:10]=[C:11]([CH2:14][C:15]3[CH:16]=[CH:17][C:18]([F:21])=[CH:19][CH:20]=3)[CH:12]=2)[C:7]([OH:22])=[C:6]([C:23]([NH:25][CH2:26][CH:27]2[CH2:31][CH2:30][CH2:29][O:28]2)=[O:24])[C:5]1=[O:32])(=[O:44])[CH3:43].